Dataset: Catalyst prediction with 721,799 reactions and 888 catalyst types from USPTO. Task: Predict which catalyst facilitates the given reaction. (1) Reactant: [H-].[Na+].[CH3:3][O:4][C:5]1[CH:6]=[C:7]([CH:10]=[CH:11][C:12]=1[O:13][CH3:14])[CH2:8][OH:9].[CH2:15]([C@@H:17]1[CH2:19][O:18]1)[CH3:16]. Product: [CH3:3][O:4][C:5]1[CH:6]=[C:7]([CH:10]=[CH:11][C:12]=1[O:13][CH3:14])[CH2:8][O:9][CH2:19][C@H:17]([OH:18])[CH2:15][CH3:16]. The catalyst class is: 634. (2) Reactant: FC1C=C(CC(N[C@H](C(O)=O)C)=O)C=C(F)C=1.CCN=C=NCCCN(C)C.Cl.CN1CCOCC1.[F:37][C:38]1[CH:39]=[C:40]([CH2:45][C:46]([NH:48][C@H:49]([C:51]([NH:53][C@H:54]2[C:60](=[O:61])[NH:59][C:58]3[CH:62]=[CH:63][CH:64]=[CH:65][C:57]=3[S:56][C@H:55]2[C:66]2[CH:71]=[C:70]([F:72])[CH:69]=[CH:68][C:67]=2[F:73])=[O:52])[CH3:50])=[O:47])[CH:41]=[C:42]([F:44])[CH:43]=1. Product: [F:37][C:38]1[CH:39]=[C:40]([CH2:45][C:46]([NH:48][C@H:49]([C:51]([NH:53][C@@H:54]2[C:60](=[O:61])[NH:59][C:58]3[CH:62]=[CH:63][CH:64]=[CH:65][C:57]=3[S:56][C@@H:55]2[C:66]2[CH:71]=[C:70]([F:72])[CH:69]=[CH:68][C:67]=2[F:73])=[O:52])[CH3:50])=[O:47])[CH:41]=[C:42]([F:44])[CH:43]=1. The catalyst class is: 2. (3) Reactant: [Cl:1][C:2]1[C:3]([NH:16][CH:17]2[CH2:27][CH2:26][C:20]3([CH2:25][CH2:24][NH:23][CH2:22][CH2:21]3)[CH2:19][CH2:18]2)=[N:4][C:5]([NH:8][C:9]2[C:10]([CH3:15])=[N:11][N:12]([CH3:14])[CH:13]=2)=[N:6][CH:7]=1.[C:28]([CH2:30][C:31](O)=[O:32])#[N:29].CN(C(ON1N=NC2C=CC=NC1=2)=[N+](C)C)C.F[P-](F)(F)(F)(F)F.CCN(CC)CC. Product: [Cl:1][C:2]1[C:3]([NH:16][CH:17]2[CH2:27][CH2:26][C:20]3([CH2:25][CH2:24][N:23]([C:31](=[O:32])[CH2:30][C:28]#[N:29])[CH2:22][CH2:21]3)[CH2:19][CH2:18]2)=[N:4][C:5]([NH:8][C:9]2[C:10]([CH3:15])=[N:11][N:12]([CH3:14])[CH:13]=2)=[N:6][CH:7]=1. The catalyst class is: 59. (4) Reactant: [OH-].[Na+:2].O1CCCC1.CO.[CH3:10][C:11]1[O:15][C:14]([C:16]2[CH:21]=[CH:20][CH:19]=[CH:18][CH:17]=2)=[N:13][C:12]=1[CH2:22][O:23][C:24]1[CH:56]=[CH:55][C:27]([CH2:28][N:29]2[C:41]3[CH:40]=[CH:39][CH:38]=[CH:37][C:36]=3[C:35]3[C:30]2=[CH:31][CH:32]=[CH:33][C:34]=3[O:42][CH2:43][C:44]2[CH:54]=[CH:53][C:47]([C:48]([O:50]CC)=[O:49])=[CH:46][CH:45]=2)=[CH:26][C:25]=1[O:57][CH3:58]. Product: [CH3:10][C:11]1[O:15][C:14]([C:16]2[CH:17]=[CH:18][CH:19]=[CH:20][CH:21]=2)=[N:13][C:12]=1[CH2:22][O:23][C:24]1[CH:56]=[CH:55][C:27]([CH2:28][N:29]2[C:41]3[CH:40]=[CH:39][CH:38]=[CH:37][C:36]=3[C:35]3[C:30]2=[CH:31][CH:32]=[CH:33][C:34]=3[O:42][CH2:43][C:44]2[CH:45]=[CH:46][C:47]([C:48]([O-:50])=[O:49])=[CH:53][CH:54]=2)=[CH:26][C:25]=1[O:57][CH3:58].[Na+:2]. The catalyst class is: 6. (5) Reactant: [NH2:1][C:2]1[CH:7]=[CH:6][C:5]([CH2:8][C:9]([NH2:11])=[O:10])=[CH:4][C:3]=1[NH:12][CH3:13].[NH2:14][C:15]1[S:16][C:17]2[CH:23]=[C:22]([O:24][C:25]([F:28])([F:27])[F:26])[CH:21]=[CH:20][C:18]=2[N:19]=1.[C:29](N1C=CN=C1)(N1C=CN=C1)=S.C(Cl)CCl. Product: [CH3:13][N:12]1[C:3]2[CH:4]=[C:5]([CH2:8][C:9]([NH2:11])=[O:10])[CH:6]=[CH:7][C:2]=2[N:1]=[C:29]1[NH:14][C:15]1[S:16][C:17]2[CH:23]=[C:22]([O:24][C:25]([F:28])([F:26])[F:27])[CH:21]=[CH:20][C:18]=2[N:19]=1. The catalyst class is: 3. (6) Product: [Ni:39].[C:1]12[CH:24]=[C:22]3[N:23]=[C:19]([CH:20]=[CH:21]3)[CH:18]=[C:16]3[NH:17][C:13]([CH:14]=[CH:15]3)=[CH:12][C:10]3=[N:11][C:7]([CH:8]=[CH:9]3)=[CH:6][C:4]([NH:5]1)=[CH:3][CH:2]=2. Reactant: [C:1]12[CH:24]=[C:22]3[N:23]=[C:19]([CH:20]=[CH:21]3)[CH:18]=[C:16]3[NH:17][C:13]([CH:14]=[CH:15]3)=[CH:12][C:10]3=[N:11][C:7]([CH:8]=[CH:9]3)=[CH:6][C:4]([NH:5]1)=[CH:3][CH:2]=2.C/C(/[O-])=C/C(C)=O.C/C(/[O-])=C/C(C)=O.[Ni+2:39].CCOC(C)=O.C(Cl)Cl. The catalyst class is: 11. (7) Product: [Br:1][C:18]1[C:17]([CH3:25])=[C:16]([C:13]2[CH:14]=[CH:15][C:10]([Cl:9])=[CH:11][CH:12]=2)[NH:20][C:19]=1[C:21](=[O:24])[CH2:22][CH3:23]. The catalyst class is: 1. Reactant: [Br:1]N1C(=O)CCC1=O.[Cl:9][C:10]1[CH:15]=[CH:14][C:13]([C:16]2[NH:20][C:19]([C:21](=[O:24])[CH2:22][CH3:23])=[CH:18][C:17]=2[CH3:25])=[CH:12][CH:11]=1.C(OCC)(=O)C. (8) Reactant: [N+:1]([C:4]1[CH:5]=[C:6]2[C:11](=[O:12])[NH:10][C:8](=[O:9])[C:7]2=[CH:13][CH:14]=1)([O-:3])=[O:2].Br[CH2:16][C:17]([O:19][CH2:20][CH3:21])=[O:18].C(=O)([O-])[O-].[K+].[K+]. Product: [CH2:20]([O:19][C:17](=[O:18])[CH2:16][N:10]1[C:11](=[O:12])[C:6]2[C:7](=[CH:13][CH:14]=[C:4]([N+:1]([O-:3])=[O:2])[CH:5]=2)[C:8]1=[O:9])[CH3:21]. The catalyst class is: 21.